From a dataset of Forward reaction prediction with 1.9M reactions from USPTO patents (1976-2016). Predict the product of the given reaction. (1) Given the reactants [Cl:1][C:2]1[CH:27]=[CH:26][C:5]2[C:6](=[O:25])[N:7]=[C:8]([C:10]3[N:15]=[C:14]([CH2:16][CH2:17][C:18]([OH:20])=[O:19])[CH:13]=[C:12]([S:21]([CH3:24])(=[O:23])=[O:22])[CH:11]=3)[S:9][C:4]=2[CH:3]=1.[CH2:28](O)[CH3:29].C1C=CC2N(O)N=NC=2C=1.O.CCN=C=NCCCN(C)C, predict the reaction product. The product is: [Cl:1][C:2]1[CH:27]=[CH:26][C:5]2[C:6](=[O:25])[N:7]=[C:8]([C:10]3[N:15]=[C:14]([CH2:16][CH2:17][C:18]([O:20][CH2:28][CH3:29])=[O:19])[CH:13]=[C:12]([S:21]([CH3:24])(=[O:22])=[O:23])[CH:11]=3)[S:9][C:4]=2[CH:3]=1. (2) Given the reactants [Cl:1][S:2]([OH:5])(=O)=[O:3].[Cl:6][C:7]1[CH:8]=[C:9]2[C:14](=[CH:15][CH:16]=1)[N:13]([C@H:17]1[CH2:21][CH2:20][N:19]([C:22]3[CH:27]=[CH:26][CH:25]=[CH:24][CH:23]=3)[C:18]1=[O:28])[CH2:12][CH2:11][CH2:10]2, predict the reaction product. The product is: [Cl:6][C:7]1[CH:8]=[C:9]2[C:14](=[CH:15][CH:16]=1)[N:13]([C@H:17]1[CH2:21][CH2:20][N:19]([C:22]3[CH:23]=[CH:24][C:25]([S:2]([Cl:1])(=[O:5])=[O:3])=[CH:26][CH:27]=3)[C:18]1=[O:28])[CH2:12][CH2:11][CH2:10]2. (3) The product is: [F:37][C:36]([F:39])([F:38])[S:33]([O:23][C:17]1[CH:16]=[C:15]2[C:20]([CH:21]=[CH:22][N:13]([C:8]3[CH:7]=[C:6]([C:5]([NH:4][CH:1]4[CH2:3][CH2:2]4)=[O:25])[CH:11]=[CH:10][C:9]=3[CH3:12])[C:14]2=[O:24])=[CH:19][CH:18]=1)(=[O:35])=[O:34]. Given the reactants [CH:1]1([NH:4][C:5](=[O:25])[C:6]2[CH:11]=[CH:10][C:9]([CH3:12])=[C:8]([N:13]3[CH:22]=[CH:21][C:20]4[C:15](=[CH:16][C:17]([OH:23])=[CH:18][CH:19]=4)[C:14]3=[O:24])[CH:7]=2)[CH2:3][CH2:2]1.C1(N[S:33]([C:36]([F:39])([F:38])[F:37])(=[O:35])=[O:34])C=CC=CC=1.C(=O)([O-])[O-].[K+].[K+], predict the reaction product. (4) Given the reactants [CH3:1][C:2]1([CH3:10])[CH:8]2[CH:6]([O:7]2)[C:5](=[O:9])[CH2:4][CH2:3]1.[OH-].[K+].[CH3:13]O, predict the reaction product. The product is: [CH3:13][O:7][C:6]1[C:5](=[O:9])[CH2:4][CH2:3][C:2]([CH3:10])([CH3:1])[CH:8]=1. (5) Given the reactants [N+:1]([C:4]1[CH:5]=[C:6]([CH:9]=[CH:10][CH:11]=1)[CH:7]=O)([O-:3])=[O:2].[OH:12][NH2:13].Cl.C([O-])([O-])=O.[Na+].[Na+], predict the reaction product. The product is: [OH:12][N:13]=[CH:7][C:6]1[CH:9]=[CH:10][CH:11]=[C:4]([N+:1]([O-:3])=[O:2])[CH:5]=1. (6) Given the reactants [C:1]1([CH:7]([C:18]2[CH:23]=[CH:22][CH:21]=[CH:20][CH:19]=2)[N:8]2[CH2:11][CH:10]([S:12][CH2:13][CH2:14][CH2:15][CH2:16][CH3:17])[CH2:9]2)[CH:6]=[CH:5][CH:4]=[CH:3][CH:2]=1.[OH:24]S(O)(=O)=O.OOS([O-])=O.[K+].C([O-])(O)=O.[Na+].[OH2:40], predict the reaction product. The product is: [C:18]1([CH:7]([C:1]2[CH:2]=[CH:3][CH:4]=[CH:5][CH:6]=2)[N:8]2[CH2:11][CH:10]([S:12]([CH2:13][CH2:14][CH2:15][CH2:16][CH3:17])(=[O:24])=[O:40])[CH2:9]2)[CH:19]=[CH:20][CH:21]=[CH:22][CH:23]=1.